Dataset: Forward reaction prediction with 1.9M reactions from USPTO patents (1976-2016). Task: Predict the product of the given reaction. (1) Given the reactants [CH2:1]([O:8][C:9]1[C:14](=[O:15])[N:13]2[CH:16]=[C:17]([CH3:19])[S:18][C:12]2=[N:11][C:10]=1[C:20](O)=[O:21])[C:2]1[CH:7]=[CH:6][CH:5]=[CH:4][CH:3]=1.Cl.[NH2:24][CH2:25][C:26](=[O:36])[CH2:27][C:28]1[CH:33]=[CH:32][C:31]([Cl:34])=[C:30]([Cl:35])[CH:29]=1, predict the reaction product. The product is: [Cl:35][C:30]1[CH:29]=[C:28]([CH2:27][C:26](=[O:36])[CH2:25][NH:24][C:20]([C:10]2[N:11]=[C:12]3[S:18][C:17]([CH3:19])=[CH:16][N:13]3[C:14](=[O:15])[C:9]=2[O:8][CH2:1][C:2]2[CH:3]=[CH:4][CH:5]=[CH:6][CH:7]=2)=[O:21])[CH:33]=[CH:32][C:31]=1[Cl:34]. (2) Given the reactants [CH3:1][C:2]1[C:6]2[CH:7]=[CH:8][CH:9]=[CH:10][C:5]=2[O:4][C:3]=1[C:11](=[O:15])C(O)=O.BrCC[O:19]C1C2C(=CC=CC=2)C=CC=1.[Cl:30][C:31]1[C:36]([CH3:37])=[CH:35][C:34]([O:38][CH2:39][CH2:40]I)=[CH:33][C:32]=1[CH3:42], predict the reaction product. The product is: [Cl:30][C:31]1[C:36]([CH3:37])=[CH:35][C:34]([O:38][CH2:39][CH2:40][CH2:1][C:2]2[C:6]3[CH:7]=[CH:8][CH:9]=[CH:10][C:5]=3[O:4][C:3]=2[C:11]([OH:15])=[O:19])=[CH:33][C:32]=1[CH3:42].